Dataset: Experimentally validated miRNA-target interactions with 360,000+ pairs, plus equal number of negative samples. Task: Binary Classification. Given a miRNA mature sequence and a target amino acid sequence, predict their likelihood of interaction. (1) The miRNA is hsa-miR-4659b-3p with sequence UUUCUUCUUAGACAUGGCAGCU. The protein sequence of the target gene is MQSPAVLVTSRRLQNAHTGLDLTVPQHQEVRGKMMSGHVEYQILVVTRLAAFKSAKHRPEDVVQFLVSKKYSEIEEFYQKLSSRYAAASLPPLPRKVLFVGESDIRERRAVFNEILRCVSKDAELAGSPELLEFLGTRSPGAAGLTSRDSSVLDGTDSQTGNDEEAFDFFEEQDQVAEEGPPVQSLKGEDAEESLEEEEALDPLGIMRSKKPKKHPKVAVKAKPSPRLTIFDEEVDPDEGLFGPGRKLSPQDPSEDVSSVDPLKLFDDPDLGGAIPLGDSLLLPAACESGGPTPSLSHRD.... Result: 0 (no interaction). (2) The protein sequence of the target gene is MADDFGFFSSSESGAPEAAEEDPAAAFLAQQESEIAGIENDEGFGAPAGSHAAPAQPGPTSGAGSEDMGTTVNGDVFQEANGPADGYAAIAQADRLTQEPESIRKWREEQRKRLQELDAASKVTEQEWREKAKKDLEEWNQRQSEQVEKNKINNRIADKAFYQQPDADIIGYVASEEAFVKESKEETPGTEWEKVAQLCDFNPKSSKQCKDVSRLRSVLMSLKQTPLSR. The miRNA is hsa-miR-4666a-5p with sequence AUACAUGUCAGAUUGUAUGCC. Result: 0 (no interaction). (3) The miRNA is xtr-miR-9-5p with sequence UCUUUGGUUAUCUAGCUGUAUG. The protein sequence of the target gene is MELSWHVVFIALLSFSCWGSDWESDRNFISTAGPLTNDLLHNLSGLLGDQSSNFVAGDKDMYVCHQPLPTFLPEYFSSLHASQITHYKVFLSWAQLLPAGSTQNPDEKTVQCYRRLLKALKTARLQPMVILHHQTLPASTLRRTEAFADLFADYATFAFHSFGDLVGIWFTFSDLEEVIKELPHQESRASQLQTLSDAHRKAYEIYHESYAFQGGKLSVVLRAEDIPELLLEPPISALAQDTVDFLSLDLSYECQNEASLRQKLSKLQTIEPKVKVFIFNLKLPDCPSTMKNPASLLFSL.... Result: 0 (no interaction). (4) The miRNA is hsa-miR-3155a with sequence CCAGGCUCUGCAGUGGGAACU. The protein sequence of the target gene is MDALRLANSAFAVDLFKQLCERDPAGNILFSPICLSTSLSLAQVGTKGDTANEIGQVLHFENVKDVPFGFQTVTSDVNKLSSFYSLKLVKRLYIDKSLNPSTEFISSTKRPYAKELETVDFKDKLEETKGQINSSIKELTDGHFEDILSENSISDQTKILVVNAAYFVGKWMKKFPESETKECPFRISKTDTKPVQMMNLEATFCLGNIDDISCKIIELPFQNKHLSMLIVLPKDVEDESTGLEKIEQQLNPETLLQWTNPSTMANAKVKLSLPKFKVEKMIDPKASLESLGLKSLFNES.... Result: 0 (no interaction). (5) The miRNA is hsa-miR-335-5p with sequence UCAAGAGCAAUAACGAAAAAUGU. The protein sequence of the target gene is MASKQTKKKEVHRINSAHGSDKSKDFYPFGSNVQSGSTEQKKGKFPLWPEWSEADINSEKWDAGKGAKEKDKTGKSPVFHFFEDPEGKIELPPSLKIYSWKRPQDILFSQTPVVVKNEITFDLFSANEHLLCSELMRWIISEIYAVWKIFNGGILSNYFKGTSGEPPLLPWKPWEHIYSLCKAVKGHMPLFNSYGKYVVKLYWMGCWRKITIDDFLPFDEDNNLLLPATTYEFELWPMLLSKAIIKLANIDIHVADRRELGEFTVIHALTGWLPEVISLHPGYMDKVWELLKEILPEFKL.... Result: 1 (interaction). (6) The miRNA is hsa-miR-548b-5p with sequence AAAAGUAAUUGUGGUUUUGGCC. The protein sequence of the target gene is MQLVILRVTIFLPWCFAVPVPPAADHKGWDFVEGYFHQFFLTKKESPLLTQETQTQLLQQFHRNGTDLLDMQMHALLHQPHCGVPDGSDTSISPGRCKWNKHTLTYRIINYPHDMKPSAVKDSIYNAVSIWSNVTPLIFQQVQNGDADIKVSFWQWAHEDGWPFDGPGGILGHAFLPNSGNPGVVHFDKNEHWSASDTGYNLFLVATHEIGHSLGLQHSGNQSSIMYPTYWYHDPRTFQLSADDIQRIQHLYGEKCSSDIP. Result: 0 (no interaction).